Dataset: Full USPTO retrosynthesis dataset with 1.9M reactions from patents (1976-2016). Task: Predict the reactants needed to synthesize the given product. (1) The reactants are: [F:1][C:2]1[CH:3]=[C:4]2[C:8](=[C:9]([F:12])[C:10]=1I)[N:7]([CH3:13])[C:6](=[O:14])[C:5]2([CH3:16])[CH3:15].[N:17]1[CH:22]=[C:21](B(O)O)[CH:20]=[N:19][CH:18]=1. Given the product [F:1][C:2]1[CH:3]=[C:4]2[C:8](=[C:9]([F:12])[C:10]=1[C:21]1[CH:22]=[N:17][CH:18]=[N:19][CH:20]=1)[N:7]([CH3:13])[C:6](=[O:14])[C:5]2([CH3:16])[CH3:15], predict the reactants needed to synthesize it. (2) Given the product [C:31]1([CH:30]([C:37]2[CH:42]=[CH:41][CH:40]=[CH:39][CH:38]=2)[CH2:29][NH:28][C:9]2[N:8]=[C:7]([C:5]([NH:4][CH2:3][CH2:2][NH:1][C:48]([NH:50][CH2:51][C:52]3[CH:67]=[CH:66][C:55]([C:56]([O:58][CH2:59][C:60]4[CH:65]=[CH:64][CH:63]=[CH:62][CH:61]=4)=[O:57])=[CH:54][CH:53]=3)=[O:49])=[O:6])[N:15]=[C:14]3[C:10]=2[N:11]=[CH:12][N:13]3[C@H:16]2[C@H:20]([OH:21])[C@H:19]([OH:22])[C@@H:18]([C:23]([NH:25][CH2:26][CH3:27])=[O:24])[O:17]2)[CH:36]=[CH:35][CH:34]=[CH:33][CH:32]=1, predict the reactants needed to synthesize it. The reactants are: [NH2:1][CH2:2][CH2:3][NH:4][C:5]([C:7]1[N:15]=[C:14]2[C:10]([N:11]=[CH:12][N:13]2[C@H:16]2[C@H:20]([OH:21])[C@H:19]([OH:22])[C@@H:18]([C:23]([NH:25][CH2:26][CH3:27])=[O:24])[O:17]2)=[C:9]([NH:28][CH2:29][CH:30]([C:37]2[CH:42]=[CH:41][CH:40]=[CH:39][CH:38]=2)[C:31]2[CH:36]=[CH:35][CH:34]=[CH:33][CH:32]=2)[N:8]=1)=[O:6].N1([C:48]([NH:50][CH2:51][C:52]2[CH:67]=[CH:66][C:55]([C:56]([O:58][CH2:59][C:60]3[CH:65]=[CH:64][CH:63]=[CH:62][CH:61]=3)=[O:57])=[CH:54][CH:53]=2)=[O:49])C=CN=C1. (3) Given the product [Cl:1][C:2]1[CH:7]=[C:6]([Cl:8])[CH:5]=[CH:4][C:3]=1[C:9]1[C:14]([CH2:15][OH:16])=[C:13]([CH3:18])[N:12]=[C:11]([C:19]2[CH:20]=[CH:21][CH:22]=[CH:23][CH:24]=2)[N:10]=1, predict the reactants needed to synthesize it. The reactants are: [Cl:1][C:2]1[CH:7]=[C:6]([Cl:8])[CH:5]=[CH:4][C:3]=1[C:9]1[C:14]([C:15]([O-])=[O:16])=[C:13]([CH3:18])[N:12]=[C:11]([C:19]2[CH:24]=[CH:23][CH:22]=[CH:21][CH:20]=2)[N:10]=1.CC(C[AlH]CC(C)C)C. (4) Given the product [CH3:1][O:2][C:3]([C:5]1[C:10]([NH:12][CH2:13][C:14]2[CH:19]=[CH:18][N:17]=[CH:16][CH:15]=2)=[N:9][CH:8]=[CH:7][N:6]=1)=[O:4], predict the reactants needed to synthesize it. The reactants are: [CH3:1][O:2][C:3]([C:5]1[C:10](Cl)=[N:9][CH:8]=[CH:7][N:6]=1)=[O:4].[NH2:12][CH2:13][C:14]1[CH:19]=[CH:18][N:17]=[CH:16][CH:15]=1.